This data is from Peptide-MHC class I binding affinity with 185,985 pairs from IEDB/IMGT. The task is: Regression. Given a peptide amino acid sequence and an MHC pseudo amino acid sequence, predict their binding affinity value. This is MHC class I binding data. (1) The peptide sequence is GESVKTQFNY. The MHC is HLA-B44:03 with pseudo-sequence HLA-B44:03. The binding affinity (normalized) is 0.474. (2) The peptide sequence is SVITQACPK. The MHC is HLA-B18:01 with pseudo-sequence HLA-B18:01. The binding affinity (normalized) is 0. (3) The peptide sequence is EYADVFHLYL. The MHC is Patr-A0701 with pseudo-sequence Patr-A0701. The binding affinity (normalized) is 0.965. (4) The peptide sequence is WLQKIPLQW. The MHC is HLA-B15:01 with pseudo-sequence HLA-B15:01. The binding affinity (normalized) is 0.0847. (5) The peptide sequence is YLCRHCLNLL. The MHC is HLA-A02:01 with pseudo-sequence HLA-A02:01. The binding affinity (normalized) is 0.937.